From a dataset of Catalyst prediction with 721,799 reactions and 888 catalyst types from USPTO. Predict which catalyst facilitates the given reaction. (1) Product: [CH3:15][C:16]1([CH3:30])[CH2:21][O:20][B:19]([C:2]2[CH:9]=[CH:8][C:7]([C:10]3([OH:14])[CH2:13][CH2:12][CH2:11]3)=[CH:6][C:3]=2[C:4]#[N:5])[O:18][CH2:17]1. The catalyst class is: 75. Reactant: Br[C:2]1[CH:9]=[CH:8][C:7]([C:10]2([OH:14])[CH2:13][CH2:12][CH2:11]2)=[CH:6][C:3]=1[C:4]#[N:5].[CH3:15][C:16]1([CH3:30])[CH2:21][O:20][B:19]([B:19]2[O:20][CH2:21][C:16]([CH3:30])([CH3:15])[CH2:17][O:18]2)[O:18][CH2:17]1.[K].O. (2) Reactant: [NH:1]1[CH:5]=[CH:4][N:3]=[CH:2]1.C(N(CC)CC)C.P(Cl)(Cl)(Cl)=O.[N:18]([C:21]1([CH2:38][O:39][C:40](=[O:48])[C:41]2[CH:46]=[CH:45][CH:44]=[C:43]([Cl:47])[CH:42]=2)[CH:28]2[CH:24]([O:25][CH:26]([CH3:29])[O:27]2)[CH:23]([N:30]2[CH:35]=[CH:34][C:33](=O)[NH:32][C:31]2=[O:37])[O:22]1)=[N+:19]=[N-:20]. Product: [N:18]([C:21]1([CH2:38][O:39][C:40](=[O:48])[C:41]2[CH:46]=[CH:45][CH:44]=[C:43]([Cl:47])[CH:42]=2)[CH:28]2[CH:24]([O:25][CH:26]([CH3:29])[O:27]2)[CH:23]([N:30]2[CH:35]=[CH:34][C:33]([N:1]3[CH:5]=[CH:4][N:3]=[CH:2]3)=[N:32][C:31]2=[O:37])[O:22]1)=[N+:19]=[N-:20]. The catalyst class is: 34. (3) Product: [CH3:1][C:2]1[CH:3]=[C:4]([C:9]([C:11]2[C:20](=[O:21])[C:19]3[C:14](=[CH:15][CH:16]=[C:17]([F:22])[CH:18]=3)[N:13]([CH2:26][C:27]3[CH:32]=[CH:31][CH:30]=[C:29]([CH3:33])[N:28]=3)[CH:12]=2)=[O:10])[CH:5]=[N:6][C:7]=1[CH3:8]. The catalyst class is: 9. Reactant: [CH3:1][C:2]1[CH:3]=[C:4]([C:9]([C:11]2[C:20](=[O:21])[C:19]3[C:14](=[CH:15][CH:16]=[C:17]([F:22])[CH:18]=3)[NH:13][CH:12]=2)=[O:10])[CH:5]=[N:6][C:7]=1[CH3:8].[H-].[Na+].Br[CH2:26][C:27]1[CH:32]=[CH:31][CH:30]=[C:29]([CH3:33])[N:28]=1. (4) Reactant: [F:1][C:2]1[CH:33]=[CH:32][C:5]([CH2:6][NH:7][C:8]([C:10]2[S:18][C:17]3[N:12]([C:13](=[O:31])[N:14]([CH2:21][C:22]4[CH:30]=[CH:29][C:25]([C:26]([OH:28])=[O:27])=[CH:24][CH:23]=4)[C:15](=[O:20])[C:16]=3[CH3:19])[CH:11]=2)=[O:9])=[CH:4][CH:3]=1.[CH3:34][N:35]([CH2:37][CH2:38]O)[CH3:36]. Product: [CH3:34][N:35]([CH3:36])[CH2:37][CH2:38][O:27][C:26](=[O:28])[C:25]1[CH:24]=[CH:23][C:22]([CH2:21][N:14]2[C:15](=[O:20])[C:16]([CH3:19])=[C:17]3[S:18][C:10]([C:8](=[O:9])[NH:7][CH2:6][C:5]4[CH:4]=[CH:3][C:2]([F:1])=[CH:33][CH:32]=4)=[CH:11][N:12]3[C:13]2=[O:31])=[CH:30][CH:29]=1. The catalyst class is: 13. (5) Reactant: C[O:2][C:3](=[O:51])[CH2:4][C@H:5]([OH:50])[CH2:6][C@H:7]([OH:49])[CH:8]=[CH:9][C:10]1[N:11]([CH:46]([CH3:48])[CH3:47])[C:12]([C:29](=[O:45])[NH:30][C:31]2[CH:36]=[CH:35][CH:34]=[C:33]([O:37][CH2:38][C:39]3[CH:44]=[CH:43][CH:42]=[CH:41][CH:40]=3)[CH:32]=2)=[C:13]([C:22]2[CH:27]=[CH:26][C:25]([F:28])=[CH:24][CH:23]=2)[C:14]=1[C:15]1[CH:20]=[CH:19][C:18]([F:21])=[CH:17][CH:16]=1.C(O)C.O.[OH-].[Na+:57]. Product: [Na+:57].[CH2:38]([O:37][C:33]1[CH:32]=[C:31]([NH:30][C:29]([C:12]2[N:11]([CH:46]([CH3:48])[CH3:47])[C:10]([CH:9]=[CH:8][C@@H:7]([OH:49])[CH2:6][C@@H:5]([OH:50])[CH2:4][C:3]([O-:51])=[O:2])=[C:14]([C:15]3[CH:20]=[CH:19][C:18]([F:21])=[CH:17][CH:16]=3)[C:13]=2[C:22]2[CH:23]=[CH:24][C:25]([F:28])=[CH:26][CH:27]=2)=[O:45])[CH:36]=[CH:35][CH:34]=1)[C:39]1[CH:40]=[CH:41][CH:42]=[CH:43][CH:44]=1. The catalyst class is: 100.